This data is from Retrosynthesis with 50K atom-mapped reactions and 10 reaction types from USPTO. The task is: Predict the reactants needed to synthesize the given product. (1) Given the product CCOCCON(C(=O)COC(C)=O)C(C)C, predict the reactants needed to synthesize it. The reactants are: CC(=O)OCC(=O)Cl.CCOCCONC(C)C. (2) Given the product Cc1ccc(C(=O)Nc2ccc3c(c2)CN(C(=O)Cc2ccccc2)C3)c(Cl)n1, predict the reactants needed to synthesize it. The reactants are: Cc1ccc(C(=O)O)c(Cl)n1.Nc1ccc2c(c1)CN(C(=O)Cc1ccccc1)C2. (3) Given the product COC1CCN(c2ccc([N+](=O)[O-])c(C3=CC(C)(C)CC(C)(C)C3)c2)CC1, predict the reactants needed to synthesize it. The reactants are: CC1(C)C=C(B2OC(C)(C)C(C)(C)O2)CC(C)(C)C1.COC1CCN(c2ccc([N+](=O)[O-])c(OS(=O)(=O)C(F)(F)F)c2)CC1.